Predict the reactants needed to synthesize the given product. From a dataset of Full USPTO retrosynthesis dataset with 1.9M reactions from patents (1976-2016). (1) Given the product [Cl:1][C:2]1[C:3]2[C:17]([I:18])=[CH:16][N:15]([CH2:21][C:22]3[C:27]([CH3:28])=[C:26]([O:29][CH3:30])[C:25]([CH3:31])=[CH:24][N:23]=3)[C:4]=2[N:5]=[C:6]([NH:8][C:9](=[O:14])[C:10]([CH3:11])([CH3:12])[CH3:13])[N:7]=1, predict the reactants needed to synthesize it. The reactants are: [Cl:1][C:2]1[C:3]2[C:17]([I:18])=[CH:16][NH:15][C:4]=2[N:5]=[C:6]([NH:8][C:9](=[O:14])[C:10]([CH3:13])([CH3:12])[CH3:11])[N:7]=1.Cl.Cl[CH2:21][C:22]1[C:27]([CH3:28])=[C:26]([O:29][CH3:30])[C:25]([CH3:31])=[CH:24][N:23]=1.C([O-])([O-])=O.[K+].[K+]. (2) Given the product [CH3:1][C:2]1[O:3][N:4]=[C:5]2[C:11]=1[C:10]1[CH:12]=[CH:13][CH:14]=[CH:15][C:9]=1[O:8][C:7]1[CH:16]=[CH:17][CH:18]=[CH:19][C:6]2=1, predict the reactants needed to synthesize it. The reactants are: [CH3:1][C:2]1(O)[CH:11]2[C:5]([C:6]3[CH:19]=[CH:18][CH:17]=[CH:16][C:7]=3[O:8][C:9]3[CH:15]=[CH:14][CH:13]=[CH:12][C:10]=32)=[N:4][O:3]1. (3) The reactants are: [Br:1][C:2]1[CH:3]=[CH:4][C:5]([F:19])=[C:6]([CH:8]=[C:9]2[C:13]([CH3:15])([CH3:14])[O:12][C:11]([CH3:17])([CH3:16])[C:10]2=[O:18])[CH:7]=1.[OH:20]O.[OH-].[Li+]. Given the product [Br:1][C:2]1[CH:3]=[CH:4][C:5]([F:19])=[C:6]([CH:8]2[C:9]3([C:10](=[O:18])[C:11]([CH3:17])([CH3:16])[O:12][C:13]3([CH3:14])[CH3:15])[O:20]2)[CH:7]=1, predict the reactants needed to synthesize it. (4) Given the product [F:12][C:9]1[CH:8]=[CH:7][C:6]([CH:5]2[CH2:4][CH2:3][CH2:2][N:17]3[N:16]=[C:15]([NH:18][C:19]4[CH:20]=[CH:21][C:22]([C:25]5[O:29][C:28]6=[CH:30][N:31]=[C:32]([CH3:33])[N:27]6[N:26]=5)=[CH:23][CH:24]=4)[N:14]=[C:13]23)=[CH:11][CH:10]=1, predict the reactants needed to synthesize it. The reactants are: Cl[CH2:2][CH2:3][CH2:4][CH:5]([C:13]1[NH:17][N:16]=[C:15]([NH:18][C:19]2[CH:24]=[CH:23][C:22]([C:25]3[O:29][C:28]4=[CH:30][N:31]=[C:32]([CH3:33])[N:27]4[N:26]=3)=[CH:21][CH:20]=2)[N:14]=1)[C:6]1[CH:11]=[CH:10][C:9]([F:12])=[CH:8][CH:7]=1.[Na+].[I-].CCN(C(C)C)C(C)C.